This data is from NCI-60 drug combinations with 297,098 pairs across 59 cell lines. The task is: Regression. Given two drug SMILES strings and cell line genomic features, predict the synergy score measuring deviation from expected non-interaction effect. (1) Drug 1: CC1=C(C=C(C=C1)NC(=O)C2=CC=C(C=C2)CN3CCN(CC3)C)NC4=NC=CC(=N4)C5=CN=CC=C5. Drug 2: CC1C(C(CC(O1)OC2CC(CC3=C2C(=C4C(=C3O)C(=O)C5=C(C4=O)C(=CC=C5)OC)O)(C(=O)CO)O)N)O.Cl. Cell line: SNB-75. Synergy scores: CSS=30.4, Synergy_ZIP=0.637, Synergy_Bliss=3.78, Synergy_Loewe=-18.2, Synergy_HSA=2.72. (2) Drug 1: C1CC(=O)NC(=O)C1N2C(=O)C3=CC=CC=C3C2=O. Drug 2: C1CN(P(=O)(OC1)NCCCl)CCCl. Cell line: HCC-2998. Synergy scores: CSS=0.931, Synergy_ZIP=-5.20, Synergy_Bliss=-9.85, Synergy_Loewe=-4.69, Synergy_HSA=-5.57. (3) Drug 1: CC1C(C(CC(O1)OC2CC(OC(C2O)C)OC3=CC4=CC5=C(C(=O)C(C(C5)C(C(=O)C(C(C)O)O)OC)OC6CC(C(C(O6)C)O)OC7CC(C(C(O7)C)O)OC8CC(C(C(O8)C)O)(C)O)C(=C4C(=C3C)O)O)O)O. Drug 2: CN(CCCl)CCCl.Cl. Cell line: SK-MEL-2. Synergy scores: CSS=55.4, Synergy_ZIP=7.27, Synergy_Bliss=9.31, Synergy_Loewe=-37.7, Synergy_HSA=-5.96. (4) Drug 1: CCC1(CC2CC(C3=C(CCN(C2)C1)C4=CC=CC=C4N3)(C5=C(C=C6C(=C5)C78CCN9C7C(C=CC9)(C(C(C8N6C)(C(=O)OC)O)OC(=O)C)CC)OC)C(=O)OC)O.OS(=O)(=O)O. Drug 2: CC1C(C(CC(O1)OC2CC(CC3=C2C(=C4C(=C3O)C(=O)C5=CC=CC=C5C4=O)O)(C(=O)C)O)N)O. Cell line: M14. Synergy scores: CSS=48.6, Synergy_ZIP=-4.70, Synergy_Bliss=-2.13, Synergy_Loewe=-1.34, Synergy_HSA=0.235.